This data is from Reaction yield outcomes from USPTO patents with 853,638 reactions. The task is: Predict the reaction yield, written as a fraction of the theoretical maximum amount of product (1.0 means a 100% yield; for example, 0.34 means a 34% yield). (1) The reactants are [Cl-].O[NH3+:3].[C:4](=[O:7])([O-])[OH:5].[Na+].CS(C)=O.[CH2:13]([C:17]1[N:21]([CH2:22][C:23]2[CH:28]=[CH:27][C:26]([C:29]3[C:30]([C:35]#[N:36])=[CH:31][CH:32]=[CH:33][CH:34]=3)=[CH:25][CH:24]=2)[C:20](=[O:37])[N:19]([C:38]2[CH:39]=[CH:40][C:41]3[O:45][C:44]([CH3:47])([CH3:46])[CH2:43][C:42]=3[CH:48]=2)[N:18]=1)[CH2:14][CH2:15][CH3:16]. The catalyst is C(OCC)(=O)C. The product is [CH2:13]([C:17]1[N:21]([CH2:22][C:23]2[CH:24]=[CH:25][C:26]([C:29]3[CH:34]=[CH:33][CH:32]=[CH:31][C:30]=3[C:35]3[NH:3][C:4](=[O:7])[O:5][N:36]=3)=[CH:27][CH:28]=2)[C:20](=[O:37])[N:19]([C:38]2[CH:39]=[CH:40][C:41]3[O:45][C:44]([CH3:47])([CH3:46])[CH2:43][C:42]=3[CH:48]=2)[N:18]=1)[CH2:14][CH2:15][CH3:16]. The yield is 0.380. (2) The yield is 0.990. The reactants are Cl.[NH2:2][C@H:3]([C:14]([O:16][CH3:17])=[O:15])[CH2:4][C:5]1[C:13]2[C:8](=[CH:9][CH:10]=[CH:11][CH:12]=2)[NH:7][CH:6]=1.C(N(CC)CC)C.[F:25][C:26]1[CH:36]=[CH:35][CH:34]=[CH:33][C:27]=1[CH:28]=[CH:29][C:30](O)=[O:31].CCN=C=NCCCN(C)C.Cl. The catalyst is C(Cl)Cl. The product is [F:25][C:26]1[CH:36]=[CH:35][CH:34]=[CH:33][C:27]=1[CH:28]=[CH:29][C:30]([NH:2][C@H:3]([C:14]([O:16][CH3:17])=[O:15])[CH2:4][C:5]1[C:13]2[C:8](=[CH:9][CH:10]=[CH:11][CH:12]=2)[NH:7][CH:6]=1)=[O:31]. (3) The reactants are Br[C:2]1[C:12]2[O:11][CH2:10][CH2:9][N:8]([C:13]([O:15][C:16]([CH3:19])([CH3:18])[CH3:17])=[O:14])[CH2:7][C:6]=2[CH:5]=[CH:4][CH:3]=1.[C:20]([C:23]1[CH:28]=[CH:27][CH:26]=[CH:25][C:24]=1B(O)O)(=[O:22])[CH3:21].O. The catalyst is C(O)C.C(=O)([O-])[O-].[Na+].[Na+].C1(C)C=CC=CC=1.C1C=CC([P]([Pd]([P](C2C=CC=CC=2)(C2C=CC=CC=2)C2C=CC=CC=2)([P](C2C=CC=CC=2)(C2C=CC=CC=2)C2C=CC=CC=2)[P](C2C=CC=CC=2)(C2C=CC=CC=2)C2C=CC=CC=2)(C2C=CC=CC=2)C2C=CC=CC=2)=CC=1. The product is [C:20]([C:23]1[CH:28]=[CH:27][CH:26]=[CH:25][C:24]=1[C:2]1[C:12]2[O:11][CH2:10][CH2:9][N:8]([C:13]([O:15][C:16]([CH3:19])([CH3:18])[CH3:17])=[O:14])[CH2:7][C:6]=2[CH:5]=[CH:4][CH:3]=1)(=[O:22])[CH3:21]. The yield is 0.856. (4) The reactants are C1(C(C2C=CC=CC=2)[N:8]2[C:16]3[C:11](=[CH:12][C:13]([CH3:17])=[CH:14][CH:15]=3)[C:10]3([C:29]4[C:20](=[CH:21][C:22]5[O:27][CH2:26][CH2:25][O:24][C:23]=5[CH:28]=4)[O:19][CH2:18]3)[C:9]2=[O:30])C=CC=CC=1.FC(F)(F)C(O)=O. The catalyst is C([SiH](CC)CC)C. The product is [CH3:17][C:13]1[CH:12]=[C:11]2[C:16](=[CH:15][CH:14]=1)[NH:8][C:9](=[O:30])[C:10]12[C:29]2[C:20](=[CH:21][C:22]3[O:27][CH2:26][CH2:25][O:24][C:23]=3[CH:28]=2)[O:19][CH2:18]1. The yield is 0.600.